This data is from Reaction yield outcomes from USPTO patents with 853,638 reactions. The task is: Predict the reaction yield, written as a fraction of the theoretical maximum amount of product (1.0 means a 100% yield; for example, 0.34 means a 34% yield). (1) The catalyst is O1CCOCC1. The product is [I:1][C:2]1[CH:3]=[CH:4][C:5]([CH2:8][C:9]([O:11][CH3:13])=[O:10])=[CH:6][CH:7]=1. The reactants are [I:1][C:2]1[CH:7]=[CH:6][C:5]([CH2:8][C:9]([OH:11])=[O:10])=[CH:4][CH:3]=1.Cl.[CH3:13]O. The yield is 0.980. (2) The product is [CH2:41]([N:22]1[CH2:21][CH2:20][CH:19]([N:18]2[C:12]3[CH:11]=[C:10]([O:9][CH2:8][CH2:7][N:1]4[CH2:2][CH2:3][CH2:4][CH2:5][CH2:6]4)[N:15]=[CH:14][C:13]=3[NH:16]/[C:17]/2=[N:25]\[C:26](=[O:33])[C:27]2[CH:32]=[CH:31][CH:30]=[CH:29][CH:28]=2)[CH2:24][CH2:23]1)[CH:42]([CH3:44])[CH3:43]. The catalyst is CN(C=O)C. The reactants are [N:1]1([CH2:7][CH2:8][O:9][C:10]2[N:15]=[CH:14][C:13]3[NH:16]/[C:17](=[N:25]\[C:26](=[O:33])[C:27]4[CH:32]=[CH:31][CH:30]=[CH:29][CH:28]=4)/[N:18]([CH:19]4[CH2:24][CH2:23][NH:22][CH2:21][CH2:20]4)[C:12]=3[CH:11]=2)[CH2:6][CH2:5][CH2:4][CH2:3][CH2:2]1.C(=O)([O-])[O-].[K+].[K+].Br[CH2:41][CH:42]([CH3:44])[CH3:43]. The yield is 0.200. (3) The reactants are [H-].[Na+].[Br:3][C:4]1[CH:12]=[C:11]2[C:7]([C:8]3[CH2:16][CH2:15][N:14]([C:17]([O:19][C:20]([CH3:23])([CH3:22])[CH3:21])=[O:18])[CH2:13][C:9]=3[NH:10]2)=[CH:6][C:5]=1[F:24].[CH3:25]I. The catalyst is CN(C=O)C. The product is [Br:3][C:4]1[CH:12]=[C:11]2[C:7]([C:8]3[CH2:16][CH2:15][N:14]([C:17]([O:19][C:20]([CH3:21])([CH3:23])[CH3:22])=[O:18])[CH2:13][C:9]=3[N:10]2[CH3:25])=[CH:6][C:5]=1[F:24]. The yield is 0.910. (4) The reactants are [NH2:1][CH2:2][CH2:3][CH2:4][OH:5].[O:6]1[C:10]2[CH:11]=[CH:12][C:13]([C:15]3[C:16]4[C:30](=O)[O:29][C:28](=[O:32])[C:17]=4[CH:18]=[C:19]4[C:27]=3[C:23]3[O:24][CH2:25][O:26][C:22]=3[CH:21]=[CH:20]4)=[CH:14][C:9]=2[O:8][CH2:7]1.O. The catalyst is C1(C)C=CC=CC=1. The product is [O:6]1[C:10]2[CH:11]=[CH:12][C:13]([C:15]3[C:27]4[C:19](=[CH:20][CH:21]=[C:22]5[O:26][CH2:25][O:24][C:23]5=4)[CH:18]=[C:17]4[C:28](=[O:32])[N:1]([CH2:2][CH2:3][CH2:4][OH:5])[C:30](=[O:29])[C:16]=34)=[CH:14][C:9]=2[O:8][CH2:7]1. The yield is 0.110. (5) The reactants are [C:1]([C:4]1[CH:12]=[CH:11][CH:10]=[CH:9][C:5]=1[C:6]([OH:8])=[O:7])(=[O:3])[CH3:2].[CH:13]1([CH3:23])[CH2:18][CH2:17][CH:16]([CH:19]([CH3:21])[CH3:20])[CH:15](O)[CH2:14]1.C1CCC(N=C=NC2CCCCC2)CC1. The catalyst is CN(C1C=CN=CC=1)C.ClCCl. The product is [C:1]([C:4]1[CH:12]=[CH:11][CH:10]=[CH:9][C:5]=1[C:6]([O:8][C@H:15]1[C@H:16]([CH:19]([CH3:21])[CH3:20])[CH2:17][CH2:18][C@@H:13]([CH3:23])[CH2:14]1)=[O:7])(=[O:3])[CH3:2]. The yield is 0.130.